Dataset: Forward reaction prediction with 1.9M reactions from USPTO patents (1976-2016). Task: Predict the product of the given reaction. (1) Given the reactants Br[C:2]1[O:3][C:4]([C:7]2[CH:8]=[N:9][N:10]3[CH:15]=[CH:14][C:13]([N:16]4[CH2:20][CH2:19][CH2:18][C@@H:17]4[C:21]4[CH:26]=[C:25]([F:27])[CH:24]=[CH:23][C:22]=4[F:28])=[N:12][C:11]=23)=[N:5][N:6]=1.[N:29]1([C:35]([O:37][C:38]([CH3:41])([CH3:40])[CH3:39])=[O:36])[CH2:34][CH2:33][NH:32][CH2:31][CH2:30]1.CCN(C(C)C)C(C)C.O, predict the reaction product. The product is: [F:28][C:22]1[CH:23]=[CH:24][C:25]([F:27])=[CH:26][C:21]=1[C@H:17]1[CH2:18][CH2:19][CH2:20][N:16]1[C:13]1[CH:14]=[CH:15][N:10]2[N:9]=[CH:8][C:7]([C:4]3[O:3][C:2]([N:32]4[CH2:31][CH2:30][N:29]([C:35]([O:37][C:38]([CH3:41])([CH3:40])[CH3:39])=[O:36])[CH2:34][CH2:33]4)=[N:6][N:5]=3)=[C:11]2[N:12]=1. (2) Given the reactants [NH2:1][CH:2]1[CH2:7][CH2:6][N:5]([C:8]([O:10][C:11]([CH3:14])([CH3:13])[CH3:12])=[O:9])[CH2:4][CH2:3]1.C(N(CC)CC)C.Cl.[CH3:23][O:24][C:25](=[O:31])[CH:26]([CH:28]([CH3:30])[CH3:29])[NH2:27].[O:32]1CCC[CH2:33]1, predict the reaction product. The product is: [C:11]([O:10][C:8]([N:5]1[CH2:4][CH2:3][CH:2]([NH:1][C:33]([NH:27][C@H:26]([C:25]([O:24][CH3:23])=[O:31])[CH:28]([CH3:30])[CH3:29])=[O:32])[CH2:7][CH2:6]1)=[O:9])([CH3:14])([CH3:13])[CH3:12]. (3) Given the reactants [F:1][C:2]1[CH:11]=[C:10]2[C:5]([CH:6]=[CH:7][CH:8]=[N:9]2)=[CH:4][C:3]=1[CH2:12][N:13]1[C:21]2[C:16](=[N:17][CH:18]=[C:19]([C:22](=O)[CH3:23])[N:20]=2)[N:15]=[N:14]1.[C:25]([NH:33][NH2:34])(=[O:32])[C:26]1[CH:31]=[CH:30][CH:29]=[N:28][CH:27]=1, predict the reaction product. The product is: [F:1][C:2]1[CH:11]=[C:10]2[C:5]([CH:6]=[CH:7][CH:8]=[N:9]2)=[CH:4][C:3]=1[CH2:12][N:13]1[C:21]2[C:16](=[N:17][CH:18]=[C:19](/[C:22](=[N:34]/[NH:33][C:25](=[O:32])[C:26]3[CH:31]=[CH:30][CH:29]=[N:28][CH:27]=3)/[CH3:23])[N:20]=2)[N:15]=[N:14]1. (4) The product is: [C:1]([C:3]1([NH:6][C:7]([C@H:9]2[N:10]([C:15]([C:17]3([C:20]([F:23])([F:21])[F:22])[CH2:19][CH2:18]3)=[O:16])[CH2:11][C@@H:12]([O:14][S:30]([C:24]3[CH:29]=[CH:28][CH:27]=[CH:26][CH:25]=3)(=[O:32])=[O:31])[CH2:13]2)=[O:8])[CH2:4][CH2:5]1)#[N:2]. Given the reactants [C:1]([C:3]1([NH:6][C:7]([C@@H:9]2[CH2:13][C@H:12]([OH:14])[CH2:11][N:10]2[C:15]([C:17]2([C:20]([F:23])([F:22])[F:21])[CH2:19][CH2:18]2)=[O:16])=[O:8])[CH2:5][CH2:4]1)#[N:2].[C:24]1([S:30](Cl)(=[O:32])=[O:31])[CH:29]=[CH:28][CH:27]=[CH:26][CH:25]=1.C(N(CC)CC)C.O, predict the reaction product. (5) Given the reactants [OH-].[K+].[CH:3]([C:6]1[CH:11]=[CH:10][CH:9]=[CH:8][C:7]=1[OH:12])([CH3:5])[CH3:4].CI.[CH3:15]CN(CC)CC, predict the reaction product. The product is: [CH:3]([C:6]1[CH:11]=[CH:10][CH:9]=[CH:8][C:7]=1[O:12][CH3:15])([CH3:5])[CH3:4]. (6) Given the reactants C([O:3][C:4](=[O:32])[C@H:5]([CH3:31])[CH2:6][C@H:7]([NH:22][C:23]([C:25]1[O:29][N:28]=[C:27]([OH:30])[CH:26]=1)=[O:24])[CH2:8][C:9]1[CH:14]=[CH:13][C:12]([C:15]2[CH:20]=[CH:19][CH:18]=[C:17]([Cl:21])[CH:16]=2)=[CH:11][CH:10]=1)C.[OH-].[Na+].Cl, predict the reaction product. The product is: [Cl:21][C:17]1[CH:16]=[C:15]([C:12]2[CH:13]=[CH:14][C:9]([CH2:8][C@@H:7]([NH:22][C:23]([C:25]3[O:29][N:28]=[C:27]([OH:30])[CH:26]=3)=[O:24])[CH2:6][C@@H:5]([CH3:31])[C:4]([OH:32])=[O:3])=[CH:10][CH:11]=2)[CH:20]=[CH:19][CH:18]=1.